The task is: Predict the reaction yield, written as a fraction of the theoretical maximum amount of product (1.0 means a 100% yield; for example, 0.34 means a 34% yield).. This data is from Reaction yield outcomes from USPTO patents with 853,638 reactions. (1) The reactants are [CH2:1]([O:8][C:9]1[CH:10]=[CH:11][CH:12]=[C:13]2[C:17]=1[NH:16][C:15]([C:18]([OH:20])=O)=[CH:14]2)[C:2]1[CH:7]=[CH:6][CH:5]=[CH:4][CH:3]=1.Cl.[C:22]([S:41][CH2:42][CH2:43][NH2:44])([C:35]1[CH:40]=[CH:39][CH:38]=[CH:37][CH:36]=1)([C:29]1[CH:34]=[CH:33][CH:32]=[CH:31][CH:30]=1)[C:23]1[CH:28]=[CH:27][CH:26]=[CH:25][CH:24]=1.N1(O)C2C=CC=CC=2N=N1.Cl.CN(C)CCCN=C=NCC. The catalyst is O.CN(C)C=O.C(N(CC)CC)C. The product is [CH2:1]([O:8][C:9]1[CH:10]=[CH:11][CH:12]=[C:13]2[C:17]=1[NH:16][C:15]([C:18]([NH:44][CH2:43][CH2:42][S:41][C:22]([C:29]1[CH:34]=[CH:33][CH:32]=[CH:31][CH:30]=1)([C:23]1[CH:24]=[CH:25][CH:26]=[CH:27][CH:28]=1)[C:35]1[CH:40]=[CH:39][CH:38]=[CH:37][CH:36]=1)=[O:20])=[CH:14]2)[C:2]1[CH:3]=[CH:4][CH:5]=[CH:6][CH:7]=1. The yield is 0.940. (2) The reactants are [SH:1][C:2]1[CH:7]=[CH:6][CH:5]=[CH:4][N:3]=1.F[C:9]1[CH:14]=[CH:13][CH:12]=[CH:11][C:10]=1[N+:15]([O-:17])=[O:16].[N:18]1[CH:23]=[CH:22][CH:21]=[CH:20][C:19]=1[S:24][C:25]1[CH:31]=[CH:30][CH:29]=[CH:28][C:26]=1[NH2:27].NC1SC=[CH:36][N:37]=1. No catalyst specified. The product is [N:3]1[CH:4]=[CH:5][CH:6]=[CH:7][C:2]=1[S:1][C:9]1[CH:14]=[CH:13][CH:12]=[CH:11][C:10]=1[N+:15]([O-:17])=[O:16].[N:18]1[CH:23]=[CH:22][CH:21]=[CH:20][C:19]=1[S:24][C:25]1[CH:31]=[CH:30][CH:29]=[CH:28][C:26]=1[NH:27][C:36]([NH:37][C:2]1[S:1][CH:5]=[CH:4][N:3]=1)=[O:16]. The yield is 0.600.